This data is from Reaction yield outcomes from USPTO patents with 853,638 reactions. The task is: Predict the reaction yield, written as a fraction of the theoretical maximum amount of product (1.0 means a 100% yield; for example, 0.34 means a 34% yield). (1) The yield is 0.340. The catalyst is C(OCC)(=O)CC. The reactants are [CH2:1]([N:3]([CH2:6][C:7]1[CH:24]=[CH:23][C:10](/[CH:11]=[N:12]/[C:13]2[CH:21]=[CH:20][CH:19]=[C:18]3[C:14]=2[CH2:15][O:16][C:17]3=[O:22])=[CH:9][CH:8]=1)[CH2:4][CH3:5])[CH3:2].[CH3:25][C:26]1[CH:33]=[CH:32][C:29]([CH:30]=O)=[CH:28][CH:27]=1.[O-:34][CH2:35][CH3:36].[Na+].C(O)C. The product is [CH2:1]([N:3]([CH2:6][C:7]1[CH:24]=[CH:23][C:10]([CH:11]2[CH:25]([C:26]3[CH:33]=[CH:32][C:29]([CH3:30])=[CH:28][CH:27]=3)[C:35](=[O:34])[C:36]3[C:18]([C:17]([O:16][CH2:15][CH3:14])=[O:22])=[CH:19][CH:20]=[CH:21][C:13]=3[NH:12]2)=[CH:9][CH:8]=1)[CH2:4][CH3:5])[CH3:2]. (2) The product is [O:9]=[C:8]1[C:7]2[CH2:6][CH2:5][N:4]([C:13]([O:15][C:16]([CH3:19])([CH3:18])[CH3:17])=[O:14])[CH2:3][C:2]=2[NH:22][NH:21]1. The reactants are O=[C:2]1[CH:7]([C:8](OCC)=[O:9])[CH2:6][CH2:5][N:4]([C:13]([O:15][C:16]([CH3:19])([CH3:18])[CH3:17])=[O:14])[CH2:3]1.O.[NH2:21][NH2:22]. The catalyst is C(O)C. The yield is 0.860.